Dataset: Forward reaction prediction with 1.9M reactions from USPTO patents (1976-2016). Task: Predict the product of the given reaction. Given the reactants Br[C:2]1[C:7]([CH3:8])=[CH:6][CH:5]=[CH:4][N:3]=1.C([Mg]Cl)(C)C.[B:14](OC(C)C)([O:19]C(C)C)[O:15]C(C)C, predict the reaction product. The product is: [CH3:8][C:7]1[C:2]([B:14]([OH:19])[OH:15])=[N:3][CH:4]=[CH:5][CH:6]=1.